Dataset: NCI-60 drug combinations with 297,098 pairs across 59 cell lines. Task: Regression. Given two drug SMILES strings and cell line genomic features, predict the synergy score measuring deviation from expected non-interaction effect. Drug 1: CC1=CC=C(C=C1)C2=CC(=NN2C3=CC=C(C=C3)S(=O)(=O)N)C(F)(F)F. Drug 2: C1CN(CCN1C(=O)CCBr)C(=O)CCBr. Cell line: SNB-19. Synergy scores: CSS=26.0, Synergy_ZIP=-4.32, Synergy_Bliss=1.73, Synergy_Loewe=2.44, Synergy_HSA=3.24.